This data is from Peptide-MHC class I binding affinity with 185,985 pairs from IEDB/IMGT. The task is: Regression. Given a peptide amino acid sequence and an MHC pseudo amino acid sequence, predict their binding affinity value. This is MHC class I binding data. The peptide sequence is HIMLVSLDTV. The MHC is HLA-A01:01 with pseudo-sequence HLA-A01:01. The binding affinity (normalized) is 0.00557.